From a dataset of Reaction yield outcomes from USPTO patents with 853,638 reactions. Predict the reaction yield, written as a fraction of the theoretical maximum amount of product (1.0 means a 100% yield; for example, 0.34 means a 34% yield). (1) The reactants are [CH3:1][C:2]1[N:7]=[CH:6][C:5]([CH2:8][CH2:9][N:10]([C:12]2[CH:21]=[CH:20][C:15]([C:16]([O:18]C)=[O:17])=[CH:14][CH:13]=2)N)=[CH:4][CH:3]=1.[CH3:22][N:23]1[CH2:28][CH2:27][C:26](=O)[CH2:25][CH2:24]1. The catalyst is Cl. The product is [CH3:22][N:23]1[CH2:28][CH2:27][C:26]2[N:10]([CH2:9][CH2:8][C:5]3[CH:6]=[N:7][C:2]([CH3:1])=[CH:3][CH:4]=3)[C:12]3[CH:21]=[CH:20][C:15]([C:16]([OH:18])=[O:17])=[CH:14][C:13]=3[C:25]=2[CH2:24]1. The yield is 0.0400. (2) The reactants are [CH3:1][O:2][C:3](=[O:13])[C:4]1[CH:9]=[C:8]([OH:10])[C:7]([OH:11])=[C:6]([OH:12])[CH:5]=1.[CH3:14]OS(OC)(=O)=O.[OH-].[Na+].OS(O)(=O)=O. The catalyst is O. The product is [OH:12][C:6]1[CH:5]=[C:4]([CH:9]=[C:8]([O:10][CH3:14])[C:7]=1[OH:11])[C:3]([O:2][CH3:1])=[O:13]. The yield is 0.470. (3) The reactants are [F:1][CH:2]([F:24])[O:3][C:4]1[CH:9]=[CH:8][C:7]([N:10]2[CH:15]=[CH:14][C:13](=[O:16])[C:12]([C:17](=O)/[CH:18]=[CH:19]/[N:20](C)C)=[N:11]2)=[CH:6][CH:5]=1.[F:25][C:26]1[CH:27]=[C:28]([NH:32]N)[CH:29]=[CH:30][CH:31]=1.N([O-])=O.[Na+].[Sn](Cl)Cl. No catalyst specified. The product is [F:1][CH:2]([F:24])[O:3][C:4]1[CH:9]=[CH:8][C:7]([N:10]2[CH:15]=[CH:14][C:13](=[O:16])[C:12]([C:17]3[N:32]([C:28]4[CH:29]=[CH:30][CH:31]=[C:26]([F:25])[CH:27]=4)[N:20]=[CH:19][CH:18]=3)=[N:11]2)=[CH:6][CH:5]=1. The yield is 0.620. (4) The yield is 0.600. The reactants are F[C:2]1[CH:7]=[CH:6][C:5]([N+:8]([O-:10])=[O:9])=[C:4]([O:11][CH3:12])[CH:3]=1.[CH3:13][S:14]([N:17]1[CH2:22][CH2:21][NH:20][CH2:19][CH2:18]1)(=[O:16])=[O:15].C(=O)([O-])[O-].[K+].[K+].O. The catalyst is CS(C)=O. The product is [CH3:12][O:11][C:4]1[CH:3]=[C:2]([N:20]2[CH2:21][CH2:22][N:17]([S:14]([CH3:13])(=[O:16])=[O:15])[CH2:18][CH2:19]2)[CH:7]=[CH:6][C:5]=1[N+:8]([O-:10])=[O:9]. (5) The reactants are [C:1]([N:9]1[CH2:22][CH2:21][C:20]2[C:19]3[CH:18]=[C:17](Br)[CH:16]=[CH:15][C:14]=3[NH:13][C:12]=2[CH2:11][CH2:10]1)(=[O:8])[C:2]1[CH:7]=[CH:6][CH:5]=[CH:4][CH:3]=1.[C:24]1([OH:30])[CH:29]=[CH:28][CH:27]=[CH:26][CH:25]=1.C(=O)([O-])[O-].[Cs+].[Cs+]. The catalyst is CC1C=CC=CC=1C.[Cu-]=O. The product is [C:1]([N:9]1[CH2:22][CH2:21][C:20]2[C:19]3[CH:18]=[C:17]([O:30][C:24]4[CH:29]=[CH:28][CH:27]=[CH:26][CH:25]=4)[CH:16]=[CH:15][C:14]=3[NH:13][C:12]=2[CH2:11][CH2:10]1)(=[O:8])[C:2]1[CH:7]=[CH:6][CH:5]=[CH:4][CH:3]=1. The yield is 0.100.